This data is from Full USPTO retrosynthesis dataset with 1.9M reactions from patents (1976-2016). The task is: Predict the reactants needed to synthesize the given product. Given the product [NH2:1][C:2]1[CH:3]=[C:4]([CH:8]=[CH:9][C:10]=1[O:11][CH3:12])[C:5]([O:7][CH3:18])=[O:6], predict the reactants needed to synthesize it. The reactants are: [NH2:1][C:2]1[CH:3]=[C:4]([CH:8]=[CH:9][C:10]=1[O:11][CH3:12])[C:5]([OH:7])=[O:6].S(=O)(=O)(O)O.[CH3:18]O.